From a dataset of Forward reaction prediction with 1.9M reactions from USPTO patents (1976-2016). Predict the product of the given reaction. (1) Given the reactants Cl[C:2]1[C:7]([C:8]([O:10][CH2:11][CH3:12])=[O:9])=[C:6]([CH3:13])[N:5]=[C:4]2[S:14][C:15]3[CH2:20][CH2:19][CH2:18][CH2:17][C:16]=3[C:3]=12.Cl.O1CCOCC1.[I-:28].[Na+], predict the reaction product. The product is: [I:28][C:2]1[C:7]([C:8]([O:10][CH2:11][CH3:12])=[O:9])=[C:6]([CH3:13])[N:5]=[C:4]2[S:14][C:15]3[CH2:20][CH2:19][CH2:18][CH2:17][C:16]=3[C:3]=12. (2) The product is: [OH:57][CH:50]([C:51]1[CH:52]=[CH:53][CH:54]=[CH:55][CH:56]=1)[CH2:49][CH2:48][CH:45]1[C:46](=[O:47])[N:43]([C:40]2[CH:39]=[CH:38][C:37]([NH:36][C:35](=[O:66])[CH2:34][CH2:33][CH2:32][CH2:31][NH:30][C:29](=[O:67])[CH:18]([NH2:17])[CH2:19][C:20]3[CH:25]=[CH:24][C:23]([N:26]=[N+:27]=[N-:28])=[CH:22][CH:21]=3)=[CH:42][CH:41]=2)[CH:44]1[C:58]1[CH:59]=[CH:60][C:61]([O:64][CH3:65])=[CH:62][CH:63]=1. Given the reactants C1C2C(COC(=O)[NH:17][CH:18]([C:29](=[O:67])[NH:30][CH2:31][CH2:32][CH2:33][CH2:34][C:35](=[O:66])[NH:36][C:37]3[CH:42]=[CH:41][C:40]([N:43]4[C:46](=[O:47])[CH:45]([CH2:48][CH2:49][CH:50]([OH:57])[C:51]5[CH:56]=[CH:55][CH:54]=[CH:53][CH:52]=5)[CH:44]4[C:58]4[CH:63]=[CH:62][C:61]([O:64][CH3:65])=[CH:60][CH:59]=4)=[CH:39][CH:38]=3)[CH2:19][C:20]3[CH:25]=[CH:24][C:23]([N:26]=[N+:27]=[N-:28])=[CH:22][CH:21]=3)C3C(=CC=CC=3)C=2C=CC=1.C(NCC)C.OC(C1C=CC=CC=1)CCC1C(=O)N(C2C=CC(NC(=O)CCCCN)=CC=2)C1C1C=CC(OC)=CC=1, predict the reaction product. (3) Given the reactants CC1(C)C(C)(C)OB([C:9]2[CH:14]=[CH:13][C:12]([C:15]([F:18])([F:17])[F:16])=[CH:11][CH:10]=2)O1.Br[C:21]1[CH:22]=[N:23][CH:24]=[C:25]([CH:28]=1)[C:26]#[N:27].C(=O)([O-])[O-].[K+].[K+].O, predict the reaction product. The product is: [F:18][C:15]([F:16])([F:17])[C:12]1[CH:11]=[CH:10][C:9]([C:21]2[CH:22]=[N:23][CH:24]=[C:25]([CH:28]=2)[C:26]#[N:27])=[CH:14][CH:13]=1. (4) Given the reactants [NH2:1][C:2]1[N:10]=[C:9]([C:11]([NH:13][CH2:14][CH:15]2[CH2:17][CH2:16]2)=[O:12])[N:8]=[C:7]2[C:3]=1[NH:4][C:5](=[O:25])[N:6]2[CH2:18][C:19]1[CH:24]=[CH:23][CH:22]=[CH:21][CH:20]=1.C(N(CC)CC)C.[OH2:33], predict the reaction product. The product is: [CH2:14]([NH:13][C:11](=[O:33])[OH:12])[CH3:15].[NH2:1][C:2]1[N:10]=[C:9]([C:11]([NH:13][CH2:14][CH:15]2[CH2:17][CH2:16]2)=[O:12])[N:8]=[C:7]2[C:3]=1[NH:4][C:5](=[O:25])[N:6]2[CH2:18][C:19]1[CH:20]=[CH:21][CH:22]=[CH:23][CH:24]=1. (5) Given the reactants [CH2:1](Br)[C:2]1[CH:7]=[CH:6][CH:5]=[CH:4][CH:3]=1.[C:9]([C:11]1[S:15][C:14]([C:16](=[O:21])[C:17]([F:20])([F:19])[F:18])=[CH:13][CH:12]=1)#[CH:10].[N-:22]=[N+:23]=[N-:24].[Na+].CC(O)(C)C, predict the reaction product. The product is: [CH2:1]([N:22]1[CH:10]=[C:9]([C:11]2[S:15][C:14]([C:16](=[O:21])[C:17]([F:19])([F:18])[F:20])=[CH:13][CH:12]=2)[N:24]=[N:23]1)[C:2]1[CH:7]=[CH:6][CH:5]=[CH:4][CH:3]=1. (6) Given the reactants [Cl:1][C:2]1[C:3]([NH:18][C:19]2[C:27]([F:28])=[CH:26][CH:25]=[CH:24][C:20]=2[C:21](O)=[O:22])=[CH:4][C:5]([NH:8][C:9]2[N:13]([CH:14]([CH3:16])[CH3:15])[N:12]=[C:11]([CH3:17])[CH:10]=2)=[N:6][CH:7]=1.C1C=CC2[N:37]([OH:38])N=NC=2C=1.[CH2:39](Cl)CCl.CCN(C(C)C)C(C)C, predict the reaction product. The product is: [Cl:1][C:2]1[C:3]([NH:18][C:19]2[C:27]([F:28])=[CH:26][CH:25]=[CH:24][C:20]=2[C:21]([NH:37][O:38][CH3:39])=[O:22])=[CH:4][C:5]([NH:8][C:9]2[N:13]([CH:14]([CH3:15])[CH3:16])[N:12]=[C:11]([CH3:17])[CH:10]=2)=[N:6][CH:7]=1.